Dataset: Forward reaction prediction with 1.9M reactions from USPTO patents (1976-2016). Task: Predict the product of the given reaction. (1) Given the reactants [C:1]([O:5][CH:6]([C:11]1[N:16]([CH3:17])[C:15](=[O:18])[C:14]2[NH:19][CH:20]=[CH:21][C:13]=2[C:12]=1[C:22]1[CH:27]=[CH:26][C:25]([Cl:28])=[CH:24][CH:23]=1)[C:7]([O:9]C)=[O:8])([CH3:4])([CH3:3])[CH3:2].[F:29][C:30]1[CH:31]=[C:32]([CH:35]=[CH:36][C:37]=1[F:38])[CH2:33]Br, predict the reaction product. The product is: [C:1]([O:5][C@@H:6]([C:11]1[N:16]([CH3:17])[C:15](=[O:18])[C:14]2[N:19]([CH2:33][C:32]3[CH:35]=[CH:36][C:37]([F:38])=[C:30]([F:29])[CH:31]=3)[CH:20]=[CH:21][C:13]=2[C:12]=1[C:22]1[CH:27]=[CH:26][C:25]([Cl:28])=[CH:24][CH:23]=1)[C:7]([OH:9])=[O:8])([CH3:2])([CH3:3])[CH3:4]. (2) Given the reactants [CH2:1]([C:3]1[CH:8]=[C:7]([CH2:9][CH3:10])[CH:6]=[C:5]([CH2:11][CH3:12])[C:4]=1[C:13]1[C:14](=[O:27])[N:15]([CH3:26])[N:16]=[C:17]([C:22]([F:25])([F:24])[F:23])[C:18]=1S(C)=O)[CH3:2].CN1CCCC1=[O:34].[OH-].[Na+].Cl, predict the reaction product. The product is: [CH2:1]([C:3]1[CH:8]=[C:7]([CH2:9][CH3:10])[CH:6]=[C:5]([CH2:11][CH3:12])[C:4]=1[C:13]1[C:14](=[O:27])[N:15]([CH3:26])[N:16]=[C:17]([C:22]([F:25])([F:24])[F:23])[C:18]=1[OH:34])[CH3:2]. (3) Given the reactants [Si]([O:8][C@H:9]1[CH2:13][CH2:12][N:11]([CH2:14][C@@H:15]([N:31](C)[C:32](=O)OCC2C=CC=CC=2)[C:16]2[CH:21]=[CH:20][CH:19]=[C:18]([C:22]3[N:23]([CH2:27][CH:28]4[CH2:30][CH2:29]4)[CH:24]=[CH:25][N:26]=3)[CH:17]=2)[CH2:10]1)(C(C)(C)C)(C)C, predict the reaction product. The product is: [CH:28]1([CH2:27][N:23]2[CH:24]=[CH:25][N:26]=[C:22]2[C:18]2[CH:17]=[C:16]([C@H:15]([NH:31][CH3:32])[CH2:14][N:11]3[CH2:12][CH2:13][C@H:9]([OH:8])[CH2:10]3)[CH:21]=[CH:20][CH:19]=2)[CH2:30][CH2:29]1. (4) Given the reactants [C:1]([C:4]1[CH:9]=[CH:8][C:7]([S:10](Cl)(=[O:12])=[O:11])=[CH:6][CH:5]=1)(=[O:3])[CH3:2].[NH2:14][CH2:15][C:16]([OH:18])=[O:17].Cl, predict the reaction product. The product is: [C:1]([C:4]1[CH:9]=[CH:8][C:7]([S:10]([NH:14][CH2:15][C:16]([OH:18])=[O:17])(=[O:12])=[O:11])=[CH:6][CH:5]=1)(=[O:3])[CH3:2]. (5) Given the reactants [CH3:1][O:2][C:3](=[O:35])[CH2:4][C@H:5]1[C:9]2[CH:10]=[CH:11][C:12]([O:14][C@H:15]3[C:23]4[C:18](=[C:19]([O:25][C:26]5[CH:31]=[CH:30][C:29](Br)=[CH:28][C:27]=5[C:33]#[N:34])[CH:20]=[CH:21][C:22]=4[F:24])[CH2:17][CH2:16]3)=[CH:13][C:8]=2[O:7][CH2:6]1.[CH3:36][C:37]([OH:41])([CH:39]=[CH2:40])[CH3:38].C(N(CC)CC)C, predict the reaction product. The product is: [CH3:1][O:2][C:3](=[O:35])[CH2:4][C@H:5]1[C:9]2[CH:10]=[CH:11][C:12]([O:14][C@H:15]3[C:23]4[C:18](=[C:19]([O:25][C:26]5[CH:31]=[CH:30][C:29]([CH:40]=[CH:39][C:37]([OH:41])([CH3:38])[CH3:36])=[CH:28][C:27]=5[C:33]#[N:34])[CH:20]=[CH:21][C:22]=4[F:24])[CH2:17][CH2:16]3)=[CH:13][C:8]=2[O:7][CH2:6]1. (6) Given the reactants [H-].[Na+].[OH:3][C@H:4]([CH3:13])[C:5]([N:7]1[CH2:12][CH2:11][O:10][CH2:9][CH2:8]1)=[O:6].[Cl:14][C:15]1[CH:20]=[C:19]([NH:21][C:22]2[C:31]3[C:26](=[CH:27][CH:28]=[CH:29][C:30]=3F)[N:25]=[CH:24][N:23]=2)[CH:18]=[CH:17][C:16]=1[OH:33].C(O)(=O)C, predict the reaction product. The product is: [Cl:14][C:15]1[CH:20]=[C:19]([NH:21][C:22]2[C:31]3[C:26](=[CH:27][CH:28]=[CH:29][C:30]=3[O:3][C@H:4]([CH3:13])[C:5]([N:7]3[CH2:8][CH2:9][O:10][CH2:11][CH2:12]3)=[O:6])[N:25]=[CH:24][N:23]=2)[CH:18]=[CH:17][C:16]=1[OH:33].